From a dataset of Forward reaction prediction with 1.9M reactions from USPTO patents (1976-2016). Predict the product of the given reaction. (1) Given the reactants [NH2:1][C:2]1[N:7]=[C:6]([C:8]2[C:16]3[C:11](=[N:12][CH:13]=[CH:14][C:15]=3Cl)[NH:10][CH:9]=2)[CH:5]=[CH:4][N:3]=1, predict the reaction product. The product is: [NH2:1][C:2]1[N:7]=[C:6]([C:8]2[C:16]3[C:11](=[N:12][CH:13]=[CH:14][C:15]=3[C:4]#[C:5][CH2:6][CH2:8][CH3:9])[NH:10][CH:9]=2)[CH:5]=[CH:4][N:3]=1. (2) Given the reactants [C:1]([O:5][C:6]([N:8]1[CH2:12][CH:11](O)[CH2:10][C@H:9]1[C:14]1[S:15][C:16]([CH3:23])=[C:17]([C:19]([O:21][CH3:22])=[O:20])[CH:18]=1)=[O:7])([CH3:4])([CH3:3])[CH3:2].C(N(S(F)(F)[F:30])CC)C.C(=O)([O-])O.[Na+], predict the reaction product. The product is: [C:1]([O:5][C:6]([N:8]1[CH2:12][C@H:11]([F:30])[CH2:10][C@@H:9]1[C:14]1[S:15][C:16]([CH3:23])=[C:17]([C:19]([O:21][CH3:22])=[O:20])[CH:18]=1)=[O:7])([CH3:4])([CH3:3])[CH3:2]. (3) Given the reactants [F:1][C:2]1[CH:7]=[C:6]([N+:8]([O-])=O)[CH:5]=[C:4]([F:11])[C:3]=1[N:12]1[CH:17]=[CH:16][C:15]([O:18][CH3:19])=[C:14]([C:20]#[N:21])[C:13]1=[O:22].[Cl-].[NH4+].C(O)C.C(=O)([O-])O.[Na+], predict the reaction product. The product is: [NH2:8][C:6]1[CH:5]=[C:4]([F:11])[C:3]([N:12]2[CH:17]=[CH:16][C:15]([O:18][CH3:19])=[C:14]([C:20]#[N:21])[C:13]2=[O:22])=[C:2]([F:1])[CH:7]=1.